Predict the product of the given reaction. From a dataset of Forward reaction prediction with 1.9M reactions from USPTO patents (1976-2016). (1) Given the reactants [CH3:1][O:2][C:3]([C:5]1[C:13]2[C:8](=[C:9]([Cl:14])[CH:10]=[CH:11][CH:12]=2)[NH:7][CH:6]=1)=[O:4].[H-].[Na+].[F:17][C:18]([F:31])([F:30])[O:19][CH2:20][CH2:21]OS(C(F)(F)F)(=O)=O, predict the reaction product. The product is: [CH3:1][O:2][C:3]([C:5]1[C:13]2[C:8](=[C:9]([Cl:14])[CH:10]=[CH:11][CH:12]=2)[N:7]([CH2:21][CH2:20][O:19][C:18]([F:31])([F:30])[F:17])[CH:6]=1)=[O:4]. (2) Given the reactants [NH:1]1[CH:5]=[C:4]([C:6]2[CH:11]=[N:10][N:9]3[C:12]([C:15]4[CH:16]=[C:17]([NH:21][C:22]([NH:24][CH2:25][C:26]([F:29])([F:28])[F:27])=[O:23])[CH:18]=[CH:19][CH:20]=4)=[CH:13][N:14]=[C:8]3[CH:7]=2)[CH:3]=[N:2]1.[C:30](#[N:34])[CH:31]=[CH:32][CH3:33].N12CCCN=C1CCCCC2, predict the reaction product. The product is: [C:30]([CH2:31][CH:32]([N:1]1[CH:5]=[C:4]([C:6]2[CH:11]=[N:10][N:9]3[C:12]([C:15]4[CH:16]=[C:17]([NH:21][C:22]([NH:24][CH2:25][C:26]([F:28])([F:27])[F:29])=[O:23])[CH:18]=[CH:19][CH:20]=4)=[CH:13][N:14]=[C:8]3[CH:7]=2)[CH:3]=[N:2]1)[CH3:33])#[N:34]. (3) The product is: [CH3:22][O:21][C:12]1[C:13]([N+:18]([O-:20])=[O:19])=[C:14]([O:16][CH3:17])[N:15]=[C:10]([N:2]([CH3:1])[CH:3]2[CH2:7][CH2:6][N:5]([CH3:8])[CH2:4]2)[N:11]=1. Given the reactants [CH3:1][NH:2][CH:3]1[CH2:7][CH2:6][N:5]([CH3:8])[CH2:4]1.Cl[C:10]1[N:15]=[C:14]([O:16][CH3:17])[C:13]([N+:18]([O-:20])=[O:19])=[C:12]([O:21][CH3:22])[N:11]=1.CCOC(C)=O, predict the reaction product. (4) The product is: [CH3:3][C:4]1([C:9]2[CH:10]=[C:11]([CH:21]=[CH:22][CH:23]=2)[CH2:12][N:13]2[N:17]=[C:16]([NH2:18])[CH:15]=[N:14]2)[O:8][CH2:7][CH2:6][O:5]1. Given the reactants N#N.[CH3:3][C:4]1([C:9]2[CH:10]=[C:11]([CH:21]=[CH:22][CH:23]=2)[CH2:12][N:13]2[N:17]=[C:16]([N+:18]([O-])=O)[CH:15]=[N:14]2)[O:8][CH2:7][CH2:6][O:5]1.[NH4+].[Cl-], predict the reaction product. (5) Given the reactants [C:1]([N:4]1[C:8]2=[N:9][CH:10]=[C:11]([N+:13]([O-])=O)[CH:12]=[C:7]2[CH2:6][CH2:5]1)(=[O:3])[CH3:2].[H][H], predict the reaction product. The product is: [C:1]([N:4]1[C:8]2=[N:9][CH:10]=[C:11]([NH2:13])[CH:12]=[C:7]2[CH2:6][CH2:5]1)(=[O:3])[CH3:2]. (6) Given the reactants [C:1]1(B(O)O)[CH:6]=[CH:5][CH:4]=[CH:3][CH:2]=1.[Zn](CC)CC.CN([C@@H](C1C2C(=CC=CC=2)C=CC=1)C1C2C(=CC=CC=2)C=CC=1O)[C@H](C1C=CC=CC=1)C.[Cl:47][C:48]1[CH:55]=[CH:54][CH:53]=[CH:52][C:49]=1[CH:50]=[O:51], predict the reaction product. The product is: [Cl:47][C:48]1[CH:55]=[CH:54][CH:53]=[CH:52][C:49]=1[C@@H:50]([C:1]1[CH:6]=[CH:5][CH:4]=[CH:3][CH:2]=1)[OH:51].